Dataset: Forward reaction prediction with 1.9M reactions from USPTO patents (1976-2016). Task: Predict the product of the given reaction. Given the reactants Br[C:2]1[CH:7]=[C:6]([Br:8])[CH:5]=[CH:4][N:3]=1.[Br:9][C:10]1[CH:11]=[C:12](B(O)O)[CH:13]=[CH:14][CH:15]=1.C([O-])([O-])=O.[Na+].[Na+].CCO, predict the reaction product. The product is: [Br:8][C:6]1[CH:5]=[CH:4][N:3]=[C:2]([C:14]2[CH:13]=[CH:12][CH:11]=[C:10]([Br:9])[CH:15]=2)[CH:7]=1.